From a dataset of Forward reaction prediction with 1.9M reactions from USPTO patents (1976-2016). Predict the product of the given reaction. (1) Given the reactants FC(F)(F)C(O)=O.[NH2:8][C@@H:9]1[CH2:13][CH2:12][N:11]([C:14]2[N:22]=[C:21]3[C:17]([N:18]=[CH:19][N:20]3[C@@H:23]3[CH2:27][C@H:26]([NH:28][C:29](=[O:32])[CH2:30][OH:31])[C@@H:25]([OH:33])[C@H:24]3[OH:34])=[C:16]([NH:35][CH2:36][CH:37]([C:44]3[CH:49]=[CH:48][CH:47]=[CH:46][CH:45]=3)[C:38]3[CH:43]=[CH:42][CH:41]=[CH:40][CH:39]=3)[N:15]=2)[CH2:10]1.[N:50]([C:53]1[CH:54]=[N:55][CH:56]=[CH:57][CH:58]=1)=[C:51]=[O:52], predict the reaction product. The product is: [C:44]1([CH:37]([C:38]2[CH:39]=[CH:40][CH:41]=[CH:42][CH:43]=2)[CH2:36][NH:35][C:16]2[N:15]=[C:14]([N:11]3[CH2:12][CH2:13][C@@H:9]([NH:8][C:51]([NH:50][C:53]4[CH:54]=[N:55][CH:56]=[CH:57][CH:58]=4)=[O:52])[CH2:10]3)[N:22]=[C:21]3[C:17]=2[N:18]=[CH:19][N:20]3[C@@H:23]2[CH2:27][C@H:26]([NH:28][C:29](=[O:32])[CH2:30][OH:31])[C@@H:25]([OH:33])[C@H:24]2[OH:34])[CH:49]=[CH:48][CH:47]=[CH:46][CH:45]=1. (2) Given the reactants [N:1]1([CH2:7][CH2:8][NH2:9])[CH2:6][CH2:5][CH2:4][CH2:3][CH2:2]1.[C:10]([N:17]1[CH:21]=[CH:20]N=[CH:18]1)(N1C=CN=C1)=[O:11].[ClH:22].[CH:23]1([CH2:29][CH2:30][NH:31][CH2:32][CH2:33][S:34][CH3:35])[CH2:28][CH2:27][CH2:26][CH2:25][CH2:24]1.[C:36](OCC)(=[O:38])C, predict the reaction product. The product is: [ClH:22].[CH2:29]([O:38][C:10]([N:17]1[CH2:18][CH2:4][CH:3]([CH2:2][NH2:1])[CH2:20][CH2:21]1)=[O:11])[C:23]1[CH:24]=[CH:25][CH:26]=[CH:27][CH:28]=1.[CH:23]1([CH2:29][CH2:30][N:31]([CH2:32][CH2:33][S:34][CH3:35])[C:36]([NH:9][CH2:8][CH2:7][N:1]2[CH2:6][CH2:5][CH2:4][CH2:3][CH2:2]2)=[O:38])[CH2:28][CH2:27][CH2:26][CH2:25][CH2:24]1. (3) The product is: [F:10][C:4]1[C:3]([CH3:11])=[C:2]([N:1]=[C:13]=[O:14])[CH:9]=[CH:8][C:5]=1[C:6]#[N:7]. Given the reactants [NH2:1][C:2]1[CH:9]=[CH:8][C:5]([C:6]#[N:7])=[C:4]([F:10])[C:3]=1[CH3:11].N(C1C2CCCCC=2C(C#N)=CC=1)=[C:13]=[O:14], predict the reaction product. (4) Given the reactants [C:1](Cl)(=[O:10])[C:2]1[CH:7]=[CH:6][CH:5]=[C:4]([O:8][CH3:9])[CH:3]=1.[NH2:12][C@@H:13]([CH2:17][CH2:18][CH:19]1[CH2:24][CH2:23][CH2:22][CH2:21][CH2:20]1)[C:14]([OH:16])=O.[CH2:25]([CH2:27][NH2:28])O.[CH3:29][O:30][C:31]1[CH:39]=[CH:38][CH:37]=[C:36]2[C:32]=1[CH2:33][CH2:34][NH:35]2, predict the reaction product. The product is: [CH:19]1([CH2:18][CH2:17][C@H:13]([NH:12][C:1](=[O:10])[C:2]2[CH:7]=[CH:6][CH:5]=[C:4]([O:8][CH3:9])[CH:3]=2)[C:14](=[O:16])[NH:28][CH2:27][CH2:25][N:35]2[C:36]3[C:32](=[C:31]([O:30][CH3:29])[CH:39]=[CH:38][CH:37]=3)[CH2:33][CH2:34]2)[CH2:24][CH2:23][CH2:22][CH2:21][CH2:20]1. (5) Given the reactants C(=O)([O-])[O-].[K+].[K+].Cl.[NH2:8][OH:9].[C:10]([C:12]([N:18]1[CH:22]=[N:21][CH:20]=[N:19]1)=[N:13][O:14][CH:15]([CH3:17])[CH3:16])#[N:11].Cl, predict the reaction product. The product is: [NH2:11][C:10](=[N:8][OH:9])[C:12]([N:18]1[CH:22]=[N:21][CH:20]=[N:19]1)=[N:13][O:14][CH:15]([CH3:17])[CH3:16]. (6) Given the reactants [C:1]([NH:20][C@@H:21]([CH2:25][CH3:26])[C:22](=[O:24])[CH3:23])([C:14]1[CH:19]=[CH:18][CH:17]=[CH:16][CH:15]=1)([C:8]1[CH:13]=[CH:12][CH:11]=[CH:10][CH:9]=1)[C:2]1[CH:7]=[CH:6][CH:5]=[CH:4][CH:3]=1.[CH3:27][Mg]I.O, predict the reaction product. The product is: [CH3:23][C:22]([OH:24])([C@@H:21]([NH:20][C:1]([C:8]1[CH:13]=[CH:12][CH:11]=[CH:10][CH:9]=1)([C:14]1[CH:15]=[CH:16][CH:17]=[CH:18][CH:19]=1)[C:2]1[CH:7]=[CH:6][CH:5]=[CH:4][CH:3]=1)[CH2:25][CH3:26])[CH3:27]. (7) Given the reactants [F:1][C:2]([F:23])([F:22])[C:3]1[CH:17]=[C:16]([C:18]([F:21])([F:20])[F:19])[CH:15]=[CH:14][C:4]=1[CH2:5][N:6]1[CH2:11][CH2:10][CH:9]([CH:12]=O)[CH2:8][CH2:7]1.[OH:24][C@@H:25]1[CH2:29][O:28][CH2:27][C@H:26]1[NH:30][C:31]1[CH2:35][S:34][C:33](=[O:36])[N:32]=1.C([O-])(=O)C.[NH2+]1CCCCC1, predict the reaction product. The product is: [F:23][C:2]([F:1])([F:22])[C:3]1[CH:17]=[C:16]([C:18]([F:21])([F:20])[F:19])[CH:15]=[CH:14][C:4]=1[CH2:5][N:6]1[CH2:11][CH2:10][CH:9](/[CH:12]=[C:35]2/[C:31]([NH:30][C@H:26]3[C@H:25]([OH:24])[CH2:29][O:28][CH2:27]3)=[N:32][C:33](=[O:36])[S:34]/2)[CH2:8][CH2:7]1. (8) Given the reactants FC1C=CC=CC=1NC(=S)NC1C=CC(C2C=C3C(=CC=2)C(=O)N([C@@H](C(C)C)C(O)=O)C3)=CC=1.[CH3:35][O:36][C:37]1[CH:38]=[C:39]([NH:43][C:44](=[S:70])[NH:45][C:46]2[CH:51]=[CH:50][C:49]([C:52]3[CH:53]=[C:54]4[C:58](=[CH:59][CH:60]=3)[C:57](=[O:61])[N:56]([C@@H:62]([CH:67]([CH3:69])[CH3:68])[C:63]([O:65]C)=[O:64])[CH2:55]4)=[CH:48][CH:47]=2)[CH:40]=[CH:41][CH:42]=1, predict the reaction product. The product is: [CH3:35][O:36][C:37]1[CH:38]=[C:39]([NH:43][C:44](=[S:70])[NH:45][C:46]2[CH:47]=[CH:48][C:49]([C:52]3[CH:53]=[C:54]4[C:58](=[CH:59][CH:60]=3)[C:57](=[O:61])[N:56]([C@@H:62]([CH:67]([CH3:68])[CH3:69])[C:63]([OH:65])=[O:64])[CH2:55]4)=[CH:50][CH:51]=2)[CH:40]=[CH:41][CH:42]=1. (9) Given the reactants CS([O:5][CH2:6][C:7]1[C:8]([CH:16]2[CH2:20][CH2:19][CH2:18][CH2:17]2)=[N:9][S:10][C:11]=1[C:12]([F:15])([F:14])[F:13])(=O)=O.[F:21][C:22]1[CH:23]=[C:24]([CH2:30][CH2:31][C:32]([O:34]CC)=[O:33])[CH:25]=[C:26]([F:29])[C:27]=1O, predict the reaction product. The product is: [CH:16]1([C:8]2[C:7]([CH2:6][O:5][C:27]3[C:26]([F:29])=[CH:25][C:24]([CH2:30][CH2:31][C:32]([OH:34])=[O:33])=[CH:23][C:22]=3[F:21])=[C:11]([C:12]([F:15])([F:14])[F:13])[S:10][N:9]=2)[CH2:20][CH2:19][CH2:18][CH2:17]1. (10) Given the reactants C([O-])(=[O:3])C.[NH4+].Cl[C:7]1[C:16]([C:17]#[N:18])=[C:15]([Cl:19])[C:14]2[C:9](=[CH:10][CH:11]=[CH:12][CH:13]=2)[N:8]=1, predict the reaction product. The product is: [Cl:19][C:15]1[C:14]2[C:9](=[CH:10][CH:11]=[CH:12][CH:13]=2)[NH:8][C:7](=[O:3])[C:16]=1[C:17]#[N:18].